From a dataset of Ames mutagenicity test results for genotoxicity prediction. Regression/Classification. Given a drug SMILES string, predict its toxicity properties. Task type varies by dataset: regression for continuous values (e.g., LD50, hERG inhibition percentage) or binary classification for toxic/non-toxic outcomes (e.g., AMES mutagenicity, cardiotoxicity, hepatotoxicity). Dataset: ames. (1) The drug is OC1C=CC2=C(c3cccc4cccc2c34)C1O. The result is 1 (mutagenic). (2) The drug is COC1=CC(=O)C=CC1=O. The result is 0 (non-mutagenic). (3) The drug is Cn1cnc2c1c(=O)[nH]c(=O)n2C. The result is 0 (non-mutagenic). (4) The compound is C/C=C\C=C/C(=O)O. The result is 0 (non-mutagenic). (5) The compound is C[C@H]1C[C@@H](C)C(=O)[C@@H]([C@@H](O)CC2CC(=O)NC(=O)C2)C1. The result is 0 (non-mutagenic). (6) The compound is CC(=O)c1oc([N+](=O)[O-])c(-c2ccccc2)c1-c1ccccc1. The result is 1 (mutagenic).